The task is: Predict the product of the given reaction.. This data is from Forward reaction prediction with 1.9M reactions from USPTO patents (1976-2016). (1) Given the reactants [CH3:1][C:2]1[C:16](=[O:17])[N:15]=[C:14]2[N:4]([C@@H:5]3[O:9][C@H:8]([CH2:10][OH:11])[C@@H:7]([OH:12])[C@@H:6]3[O:13]2)[CH:3]=1.[CH3:18][O:19][CH2:20][CH2:21]OB(O[CH2:21][CH2:20][O:19][CH3:18])O[CH2:21][CH2:20][O:19][CH3:18].C[O:35]CCO, predict the reaction product. The product is: [CH3:18][O:19][CH2:20][CH2:21][C@@:6]1([OH:35])[C@H:7]([OH:12])[C@@H:8]([CH2:10][OH:11])[O:9][C@H:5]1[N:4]1[CH:3]=[C:2]([CH3:1])[C:16](=[O:17])[NH:15][C:14]1=[O:13]. (2) Given the reactants [C:1]1([CH:7]2[N:12]3[C:13](=[O:19])[NH:14][C:15]4=[CH:16][CH:17]=[CH:18][C:10](=[C:11]34)[O:9][CH2:8]2)[CH:6]=[CH:5][CH:4]=[CH:3][CH:2]=1.[Br:20]N1C(=O)CCC1=O, predict the reaction product. The product is: [Br:20][C:18]1[C:10]2[O:9][CH2:8][CH:7]([C:1]3[CH:2]=[CH:3][CH:4]=[CH:5][CH:6]=3)[N:12]3[C:13](=[O:19])[NH:14][C:15]([C:11]=23)=[CH:16][CH:17]=1. (3) Given the reactants [OH-].[K+].[N:3]1[C:12]2[C:7](=[CH:8][C:9]([OH:13])=[CH:10][CH:11]=2)[CH:6]=[CH:5][CH:4]=1.Br[CH2:15][CH2:16][O:17][C:18]1[CH:25]=[CH:24][C:21]([CH:22]=[O:23])=[CH:20][CH:19]=1, predict the reaction product. The product is: [N:3]1[C:12]2[C:7](=[CH:8][C:9]([O:13][CH2:15][CH2:16][O:17][C:18]3[CH:25]=[CH:24][C:21]([CH:22]=[O:23])=[CH:20][CH:19]=3)=[CH:10][CH:11]=2)[CH:6]=[CH:5][CH:4]=1. (4) Given the reactants Cl.[CH2:2]([O:8][C:9]1[CH:14]=[CH:13][C:12]2[C:15]3([CH2:21][O:22][C:11]=2[CH:10]=1)[CH2:20][CH2:19][NH:18][CH2:17][CH2:16]3)[CH2:3][CH2:4][CH2:5][CH2:6][CH3:7].[C:23]([O:27][C:28](=[O:31])[CH2:29]Cl)([CH3:26])([CH3:25])[CH3:24].C([O-])([O-])=O.[K+].[K+], predict the reaction product. The product is: [CH2:2]([O:8][C:9]1[CH:14]=[CH:13][C:12]2[C:15]3([CH2:21][O:22][C:11]=2[CH:10]=1)[CH2:16][CH2:17][N:18]([CH2:29][C:28]([O:27][C:23]([CH3:26])([CH3:25])[CH3:24])=[O:31])[CH2:19][CH2:20]3)[CH2:3][CH2:4][CH2:5][CH2:6][CH3:7]. (5) Given the reactants [CH2:1]([O:8][C:9]1[CH:18]=[C:17]2[C:12]([C:13](Cl)=[C:14]([N+:19]([O-:21])=[O:20])[CH:15]=[N:16]2)=[CH:11][CH:10]=1)[C:2]1[CH:7]=[CH:6][CH:5]=[CH:4][CH:3]=1.[NH2:23][CH2:24][C:25]([NH2:28])([CH3:27])[CH3:26].C(N)C(C)C, predict the reaction product. The product is: [NH2:28][C:25]([CH3:27])([CH3:26])[CH2:24][NH:23][C:13]1[C:12]2[C:17](=[CH:18][C:9]([O:8][CH2:1][C:2]3[CH:7]=[CH:6][CH:5]=[CH:4][CH:3]=3)=[CH:10][CH:11]=2)[N:16]=[CH:15][C:14]=1[N+:19]([O-:21])=[O:20]. (6) Given the reactants [C:1]([N:5]1[C:9]2[CH:10]=[CH:11][C:12]([C:14]3[CH:15]=[N:16][C:17]([NH2:20])=[N:18][CH:19]=3)=[CH:13][C:8]=2[N:7]=[C:6]1[C:21]1[CH:26]=[CH:25][CH:24]=[CH:23][C:22]=1I)([CH3:4])([CH3:3])[CH3:2].[CH3:28][C:29]1[O:30][CH:31]=[C:32]([CH3:34])[N:33]=1.C1C=CC(P(C2C=CC=CC=2)C2C=CC=CC=2)=CC=1.C([O-])([O-])=O.[Cs+].[Cs+], predict the reaction product. The product is: [C:1]([N:5]1[C:9]2[CH:10]=[CH:11][C:12]([C:14]3[CH:15]=[N:16][C:17]([NH2:20])=[N:18][CH:19]=3)=[CH:13][C:8]=2[N:7]=[C:6]1[C:21]1[CH:26]=[CH:25][CH:24]=[CH:23][C:22]=1[C:31]1[O:30][C:29]([CH3:28])=[N:33][C:32]=1[CH3:34])([CH3:4])([CH3:3])[CH3:2]. (7) Given the reactants [H-].[Na+].[CH3:3][N:4]1[CH2:9][CH2:8][C:7]([NH:10][C:11]2[CH:16]=[CH:15][CH:14]=[C:13]([C:17]([F:20])([F:19])[F:18])[CH:12]=2)=[CH:6][C:5]1=[O:21].CC1CCCO1.C1(S([CH:37]([C:46]2[CH:51]=[CH:50][C:49]([C:52]#[N:53])=[CH:48][C:47]=2[Br:54])[NH:38][C:39](=[O:45])[O:40][C:41]([CH3:44])([CH3:43])[CH3:42])(=O)=O)C=CC=CC=1, predict the reaction product. The product is: [Br:54][C:47]1[CH:48]=[C:49]([C:52]#[N:53])[CH:50]=[CH:51][C:46]=1[CH:37]([C:6]1[C:5](=[O:21])[N:4]([CH3:3])[CH2:9][CH2:8][C:7]=1[NH:10][C:11]1[CH:16]=[CH:15][CH:14]=[C:13]([C:17]([F:18])([F:19])[F:20])[CH:12]=1)[NH:38][C:39](=[O:45])[O:40][C:41]([CH3:43])([CH3:42])[CH3:44]. (8) The product is: [NH2:19][C:12]1[N:11]=[C:10]2[N:38]([CH2:39][CH3:40])[C:7]([C:5]([N:4]([CH:41]3[CH2:43][CH2:42]3)[CH:1]3[CH2:3][CH2:2]3)=[O:6])=[CH:8][C:9]2=[C:14]2[N:15]([CH3:18])[CH:16]=[N:17][C:13]=12. Given the reactants [CH:1]1([N:4]([CH:41]2[CH2:43][CH2:42]2)[C:5]([C:7]2[N:38]([CH2:39][CH3:40])[C:10]3=[N:11][C:12]([N:19](CC4C=CC(OC)=CC=4OC)C(=O)OC(C)(C)C)=[C:13]4[N:17]=[CH:16][N:15]([CH3:18])[C:14]4=[C:9]3[CH:8]=2)=[O:6])[CH2:3][CH2:2]1.C(O)(C(F)(F)F)=O, predict the reaction product. (9) Given the reactants [I-].[CH3:2][S+](C)(C)=O.[H-].[Na+].[Br:9][C:10]1[CH:11]=[C:12](/[CH:15]=[CH:16]/[C:17]([O:19][CH2:20][CH3:21])=[O:18])[S:13][CH:14]=1.O, predict the reaction product. The product is: [Br:9][C:10]1[CH:11]=[C:12]([C@@H:15]2[CH2:2][C@H:16]2[C:17]([O:19][CH2:20][CH3:21])=[O:18])[S:13][CH:14]=1.